Dataset: Catalyst prediction with 721,799 reactions and 888 catalyst types from USPTO. Task: Predict which catalyst facilitates the given reaction. (1) Reactant: [F:1][C:2]1[CH:13]=[CH:12][C:5]2[NH:6][C:7]([C:9]([OH:11])=[O:10])=[N:8][C:4]=2[CH:3]=1.[C:14](Cl)(=O)[C:15](Cl)=O.[NH2:20][CH2:21][C:22]([C:25]1[CH:30]=[CH:29][C:28]([NH:31][C:32](=[O:43])[C:33]2[CH:38]=[CH:37][C:36]([O:39][CH3:40])=[C:35]([O:41][CH3:42])[CH:34]=2)=[CH:27][CH:26]=1)([CH3:24])[CH3:23]. Product: [CH3:14][CH2:15][O:11][CH2:9][CH3:7].[O:39]([CH:13]([CH3:12])[CH3:2])[CH:36]([CH3:37])[CH3:35].[CH3:42][O:41][C:35]1[CH:34]=[C:33]([CH:38]=[CH:37][C:36]=1[O:39][CH3:40])[C:32]([NH:31][C:28]1[CH:27]=[CH:26][C:25]([C:22]([CH3:24])([CH3:23])[CH2:21][NH:20][C:9]([C:7]2[NH:8][C:4]3[CH:3]=[C:2]([F:1])[CH:13]=[CH:12][C:5]=3[N:6]=2)=[O:10])=[CH:30][CH:29]=1)=[O:43]. The catalyst class is: 2. (2) Reactant: [F:1][C:2]1[CH:7]=[C:6]([C:8]#[C:9][C:10]2[CH:15]=[CH:14][CH:13]=[CH:12][CH:11]=2)[CH:5]=[C:4]([F:16])[C:3]=1[NH2:17].[C:18](=O)(OC(Cl)(Cl)Cl)[O:19]C(Cl)(Cl)Cl.CCN(CC)CC.[NH2:37][C:38]1[C:39]([C:44]([O:46][CH3:47])=[O:45])=[N:40][N:41]([CH3:43])[CH:42]=1. Product: [F:1][C:2]1[CH:7]=[C:6]([C:8]#[C:9][C:10]2[CH:15]=[CH:14][CH:13]=[CH:12][CH:11]=2)[CH:5]=[C:4]([F:16])[C:3]=1[NH:17][C:18]([NH:37][C:38]1[C:39]([C:44]([O:46][CH3:47])=[O:45])=[N:40][N:41]([CH3:43])[CH:42]=1)=[O:19]. The catalyst class is: 11. (3) Reactant: [CH2:1]([S:3]([C:6]1[CH:7]=[C:8]([CH:12]([CH:14]2[CH2:19][CH2:18][O:17][CH2:16][CH2:15]2)O)[CH:9]=[CH:10][CH:11]=1)(=[O:5])=[O:4])[CH3:2].C1(C)C=CC=CC=1.C1C=CC(P([N:41]=[N+:42]=[N-:43])(C2C=CC=CC=2)=O)=CC=1.C1CCN2C(=NCCC2)CC1. Product: [N:41]([CH:12]([C:8]1[CH:9]=[CH:10][CH:11]=[C:6]([S:3]([CH2:1][CH3:2])(=[O:5])=[O:4])[CH:7]=1)[CH:14]1[CH2:19][CH2:18][O:17][CH2:16][CH2:15]1)=[N+:42]=[N-:43]. The catalyst class is: 1. (4) Reactant: CS(C)=O.[I-].[CH3:6][S+](C)(C)=O.[H-].[Na+].[Br:13][C:14]1[CH:15]=[C:16](/[CH:20]=[CH:21]/[C:22]([O:24][CH2:25][CH3:26])=[O:23])[CH:17]=[CH:18][CH:19]=1. Product: [Br:13][C:14]1[CH:15]=[C:16]([CH:20]2[CH2:6][CH:21]2[C:22]([O:24][CH2:25][CH3:26])=[O:23])[CH:17]=[CH:18][CH:19]=1. The catalyst class is: 28. (5) Reactant: [C:1]([O:5][C:6]([N:8]1[CH2:13][CH2:12][CH:11]([NH:14][C:15]2[CH:20]=[CH:19][C:18]([F:21])=[CH:17][CH:16]=2)[CH2:10][CH2:9]1)=[O:7])([CH3:4])([CH3:3])[CH3:2].[CH3:22][C:23](OC(C)=O)=[O:24]. Product: [C:1]([O:5][C:6]([N:8]1[CH2:13][CH2:12][CH:11]([N:14]([C:23](=[O:24])[CH3:22])[C:15]2[CH:20]=[CH:19][C:18]([F:21])=[CH:17][CH:16]=2)[CH2:10][CH2:9]1)=[O:7])([CH3:4])([CH3:2])[CH3:3]. The catalyst class is: 64. (6) Reactant: Cl[C:2]1[C:7]([N+:8]([O-:10])=[O:9])=[CH:6][C:5]([N+:11]([O-:13])=[O:12])=[CH:4][N:3]=1.[NH4+:14].[OH-]. Product: [NH2:14][C:2]1[C:7]([N+:8]([O-:10])=[O:9])=[CH:6][C:5]([N+:11]([O-:13])=[O:12])=[CH:4][N:3]=1. The catalyst class is: 14.